This data is from Catalyst prediction with 721,799 reactions and 888 catalyst types from USPTO. The task is: Predict which catalyst facilitates the given reaction. (1) Reactant: F[C:2]1[CH:7]=[CH:6][C:5]([N+:8]([O-:10])=[O:9])=[CH:4][C:3]=1[CH3:11].[OH:12][C:13]1[CH:14]=[C:15]([C:19]2([C:22]#[N:23])[CH2:21][CH2:20]2)[CH:16]=[CH:17][CH:18]=1.C(=O)([O-])[O-].[K+].[K+]. Product: [CH3:11][C:3]1[CH:4]=[C:5]([N+:8]([O-:10])=[O:9])[CH:6]=[CH:7][C:2]=1[O:12][C:13]1[CH:14]=[C:15]([C:19]2([C:22]#[N:23])[CH2:20][CH2:21]2)[CH:16]=[CH:17][CH:18]=1. The catalyst class is: 9. (2) Reactant: [CH2:1]([N:8]([CH2:31][CH2:32][N:33]([CH3:35])[CH3:34])[C:9]([CH2:11][N:12]([C:19]1[CH:20]=[CH:21][CH:22]=[C:23]2[C:28]=1[CH2:27][N:26]([CH2:29][CH3:30])[CH2:25][CH2:24]2)C(=O)C(F)(F)F)=[O:10])[C:2]1[CH:7]=[CH:6][CH:5]=[CH:4][CH:3]=1.C([O-])([O-])=O.[K+].[K+]. Product: [CH2:1]([N:8]([CH2:31][CH2:32][N:33]([CH3:34])[CH3:35])[C:9](=[O:10])[CH2:11][NH:12][C:19]1[CH:20]=[CH:21][CH:22]=[C:23]2[C:28]=1[CH2:27][N:26]([CH2:29][CH3:30])[CH2:25][CH2:24]2)[C:2]1[CH:3]=[CH:4][CH:5]=[CH:6][CH:7]=1. The catalyst class is: 24. (3) Reactant: [Cl:1][C:2]1[CH:7]=[C:6]([O:8][C:9]([F:12])([F:11])[F:10])[CH:5]=[C:4]([Cl:13])[C:3]=1[NH:14][C:15]([NH:17][C:18]1[S:19][C:20]([C:30]2[CH:35]=[CH:34][C:33]([O:36][CH3:37])=[CH:32][CH:31]=2)=[CH:21][C:22]=1[C:23]([O:25]C(C)(C)C)=[O:24])=[O:16].C(O)(C(F)(F)F)=O. Product: [Cl:1][C:2]1[CH:7]=[C:6]([O:8][C:9]([F:11])([F:12])[F:10])[CH:5]=[C:4]([Cl:13])[C:3]=1[NH:14][C:15]([NH:17][C:18]1[S:19][C:20]([C:30]2[CH:31]=[CH:32][C:33]([O:36][CH3:37])=[CH:34][CH:35]=2)=[CH:21][C:22]=1[C:23]([OH:25])=[O:24])=[O:16]. The catalyst class is: 22. (4) Reactant: [SH:1][C:2]1[CH:7]=[CH:6][CH:5]=[CH:4][N:3]=1.[H-].[Na+].F[C:11]1[CH:16]=[CH:15][C:14]([N+:17]([O-:19])=[O:18])=[CH:13][CH:12]=1. Product: [N+:17]([C:14]1[CH:15]=[CH:16][C:11]([S:1][C:2]2[CH:7]=[CH:6][CH:5]=[CH:4][N:3]=2)=[CH:12][CH:13]=1)([O-:19])=[O:18]. The catalyst class is: 3. (5) Reactant: C[O:2][C:3](=[O:35])[C:4]1[CH:9]=[CH:8][CH:7]=[C:6]([CH2:10][O:11][C:12]2[CH:21]=[CH:20][C:19]3[C:14](=[CH:15][CH:16]=[C:17]([CH2:22][CH:23]4[CH2:27][CH2:26][N:25]([CH:28]5[CH2:33][CH2:32][CH2:31][CH2:30][CH2:29]5)[C:24]4=[O:34])[CH:18]=3)[CH:13]=2)[CH:5]=1.C1COCC1.[OH-].[K+].Cl. Product: [CH:28]1([N:25]2[CH2:26][CH2:27][CH:23]([CH2:22][C:17]3[CH:18]=[C:19]4[C:14](=[CH:15][CH:16]=3)[CH:13]=[C:12]([O:11][CH2:10][C:6]3[CH:5]=[C:4]([CH:9]=[CH:8][CH:7]=3)[C:3]([OH:35])=[O:2])[CH:21]=[CH:20]4)[C:24]2=[O:34])[CH2:29][CH2:30][CH2:31][CH2:32][CH2:33]1. The catalyst class is: 8. (6) Reactant: [Cl:1][C:2]1[N:10]=[C:9]2[C:5]([NH:6][CH:7]=[N:8]2)=[C:4](Cl)[N:3]=1.[Cl:12][CH2:13][CH2:14][CH2:15][O:16][C:17]1[CH:22]=[CH:21][CH:20]=[CH:19][C:18]=1[NH2:23]. Product: [Cl:12][CH2:13][CH2:14][CH2:15][O:16][C:17]1[CH:22]=[CH:21][CH:20]=[CH:19][C:18]=1[NH:23][C:4]1[N:3]=[C:2]([Cl:1])[N:10]=[C:9]2[C:5]=1[N:6]=[CH:7][NH:8]2. The catalyst class is: 709. (7) Reactant: Br[C:2]1[CH:7]=[CH:6][C:5](/[CH:8]=[CH:9]/[C:10]([O:12][CH2:13][CH3:14])=[O:11])=[CH:4][CH:3]=1.C(=O)([O-])[O-].[Cs+].[Cs+].[CH2:21]([N:28]1[CH2:32][CH2:31][C@@H:30]([NH2:33])[CH2:29]1)[C:22]1[CH:27]=[CH:26][CH:25]=[CH:24][CH:23]=1.[NH4+].[Cl-]. Product: [CH2:21]([N:28]1[CH2:32][CH2:31][C@@H:30]([NH:33][C:2]2[CH:7]=[CH:6][C:5](/[CH:8]=[CH:9]/[C:10]([O:12][CH2:13][CH3:14])=[O:11])=[CH:4][CH:3]=2)[CH2:29]1)[C:22]1[CH:23]=[CH:24][CH:25]=[CH:26][CH:27]=1. The catalyst class is: 160.